Dataset: Full USPTO retrosynthesis dataset with 1.9M reactions from patents (1976-2016). Task: Predict the reactants needed to synthesize the given product. (1) Given the product [C:19]([O:18][C:17]([N:16]([CH2:15][C:12]1[C:11]([F:25])=[C:10]([C:9]2[C:4]([F:3])=[N:5][CH:6]=[CH:7][CH:8]=2)[N:14]([S:42]([C:45]2[O:49][C:48]([C:50]([O:52][CH3:53])=[O:51])=[CH:47][CH:46]=2)(=[O:43])=[O:44])[CH:13]=1)[CH3:24])=[O:23])([CH3:21])([CH3:22])[CH3:20], predict the reactants needed to synthesize it. The reactants are: [H-].[Na+].[F:3][C:4]1[C:9]([C:10]2[NH:14][CH:13]=[C:12]([CH2:15][N:16]([CH3:24])[C:17](=[O:23])[O:18][C:19]([CH3:22])([CH3:21])[CH3:20])[C:11]=2[F:25])=[CH:8][CH:7]=[CH:6][N:5]=1.C1OCCOCCOCCOCCOC1.Cl[S:42]([C:45]1[O:49][C:48]([C:50]([O:52][CH3:53])=[O:51])=[CH:47][CH:46]=1)(=[O:44])=[O:43]. (2) Given the product [CH3:22][C:16]1[CH:17]=[CH:18][CH:19]=[C:20]([CH3:21])[C:15]=1[CH2:14][NH:13][C:4]1[C:5]2[N:6]([C:8]([CH3:12])=[C:9]([CH3:11])[N:10]=2)[CH:7]=[C:2]([N:29]2[C:24](=[O:23])[CH:25]=[CH:26][C:27]([C:30]([O:32][CH2:33][C:34]3[CH:39]=[CH:38][CH:37]=[CH:36][CH:35]=3)=[O:31])=[CH:28]2)[CH:3]=1, predict the reactants needed to synthesize it. The reactants are: Br[C:2]1[CH:3]=[C:4]([NH:13][CH2:14][C:15]2[C:20]([CH3:21])=[CH:19][CH:18]=[CH:17][C:16]=2[CH3:22])[C:5]2[N:6]([C:8]([CH3:12])=[C:9]([CH3:11])[N:10]=2)[CH:7]=1.[OH:23][C:24]1[N:29]=[CH:28][C:27]([C:30]([O:32][CH2:33][C:34]2[CH:39]=[CH:38][CH:37]=[CH:36][CH:35]=2)=[O:31])=[CH:26][CH:25]=1.P([O-])([O-])([O-])=O.[K+].[K+].[K+].CNCCNC. (3) The reactants are: [CH2:1]([S:7]([OH:10])(=[O:9])=[O:8])[CH2:2][S:3]([OH:6])(=[O:5])=[O:4].[CH3:11][O:12][CH2:13][C:14]([NH:16][CH2:17]/[CH:18]=[CH:19]/[C:20]1[CH:21]=[C:22]2[C:27](=[CH:28][CH:29]=1)[N:26]=[CH:25][N:24]=[C:23]2[NH:30][C:31]1[CH:36]=[CH:35][C:34]([O:37][C:38]2[CH:39]=[N:40][C:41]([CH3:44])=[CH:42][CH:43]=2)=[C:33]([CH3:45])[CH:32]=1)=[O:15]. Given the product [S:3]([CH2:2][CH2:1][S:7]([OH:10])(=[O:9])=[O:8])([OH:6])(=[O:5])=[O:4].[CH3:11][O:12][CH2:13][C:14]([NH:16][CH2:17]/[CH:18]=[CH:19]/[C:20]1[CH:21]=[C:22]2[C:27](=[CH:28][CH:29]=1)[N:26]=[CH:25][N:24]=[C:23]2[NH:30][C:31]1[CH:36]=[CH:35][C:34]([O:37][C:38]2[CH:39]=[N:40][C:41]([CH3:44])=[CH:42][CH:43]=2)=[C:33]([CH3:45])[CH:32]=1)=[O:15].[CH3:11][O:12][CH2:13][C:14]([NH:16][CH2:17]/[CH:18]=[CH:19]/[C:20]1[CH:21]=[C:22]2[C:27](=[CH:28][CH:29]=1)[N:26]=[CH:25][N:24]=[C:23]2[NH:30][C:31]1[CH:32]=[CH:33][C:34]([O:37][C:38]2[CH:39]=[N:40][C:41]([CH3:44])=[CH:42][CH:43]=2)=[C:1]([CH3:2])[CH:36]=1)=[O:15], predict the reactants needed to synthesize it. (4) Given the product [CH3:49][N:50]1[CH:54]=[C:53]([NH:55][C:57]2[N:62]=[CH:61][C:60]3[CH:63]=[N:64][N:65]([CH2:66][C:67]4[CH:72]=[CH:71][CH:70]=[C:69]([N+:73]([O-:75])=[O:74])[CH:68]=4)[C:59]=3[CH:58]=2)[CH:52]=[N:51]1, predict the reactants needed to synthesize it. The reactants are: CC1(C)C2C(=C(P(C3C=CC=CC=3)C3C=CC=CC=3)C=CC=2)OC2C(P(C3C=CC=CC=3)C3C=CC=CC=3)=CC=CC1=2.C(=O)([O-])[O-].[Cs+].[Cs+].[CH3:49][N:50]1[CH:54]=[C:53]([NH2:55])[CH:52]=[N:51]1.Cl[C:57]1[N:62]=[CH:61][C:60]2[CH:63]=[N:64][N:65]([CH2:66][C:67]3[CH:72]=[CH:71][CH:70]=[C:69]([N+:73]([O-:75])=[O:74])[CH:68]=3)[C:59]=2[CH:58]=1. (5) Given the product [CH3:12][O:13][C:14]1[CH:19]=[CH:18][C:17]([C:2]2[S:11][C:5]3[C:6](=[O:10])[NH:7][CH2:8][CH2:9][C:4]=3[CH:3]=2)=[CH:16][CH:15]=1, predict the reactants needed to synthesize it. The reactants are: Br[C:2]1[S:11][C:5]2[C:6](=[O:10])[NH:7][CH2:8][CH2:9][C:4]=2[CH:3]=1.[CH3:12][O:13][C:14]1[CH:19]=[CH:18][C:17](B(O)O)=[CH:16][CH:15]=1.C([O-])([O-])=O.[Na+].[Na+].C(COC)OC. (6) Given the product [F:29][C:30]1[CH:35]=[C:34]([F:36])[CH:33]=[CH:32][C:31]=1[C:37]1[N:39]=[C:26]([CH:11]2[CH2:12][CH:13]([C:15]3[CH:20]=[CH:19][C:18]([O:21][C:22]([F:25])([F:24])[F:23])=[CH:17][CH:16]=3)[CH2:14][N:9]([C:7]([N:1]3[CH2:6][CH2:5][O:4][CH2:3][CH2:2]3)=[O:8])[CH2:10]2)[O:28][N:38]=1, predict the reactants needed to synthesize it. The reactants are: [N:1]1([C:7]([N:9]2[CH2:14][CH:13]([C:15]3[CH:20]=[CH:19][C:18]([O:21][C:22]([F:25])([F:24])[F:23])=[CH:17][CH:16]=3)[CH2:12][CH:11]([C:26]([OH:28])=O)[CH2:10]2)=[O:8])[CH2:6][CH2:5][O:4][CH2:3][CH2:2]1.[F:29][C:30]1[CH:35]=[C:34]([F:36])[CH:33]=[CH:32][C:31]=1[C:37](=[N:39]O)[NH2:38]. (7) Given the product [C:1]1([C@H:7]([N:12]2[C:20]3[C:15](=[CH:16][C:17]([CH2:21][CH2:22][C:23]4[CH:24]=[CH:25][CH:26]=[CH:27][CH:28]=4)=[CH:18][CH:19]=3)[CH:14]=[CH:13]2)[C@H:8]([OH:11])[CH2:9][OH:10])[CH:6]=[CH:5][CH:4]=[CH:3][CH:2]=1, predict the reactants needed to synthesize it. The reactants are: [C:1]1([C@H:7]([N:12]2[C:20]3[C:15](=[CH:16][C:17]([C:21]#[C:22][C:23]4[CH:28]=[CH:27][CH:26]=[CH:25][CH:24]=4)=[CH:18][CH:19]=3)[CH:14]=[CH:13]2)[C@H:8]([OH:11])[CH2:9][OH:10])[CH:6]=[CH:5][CH:4]=[CH:3][CH:2]=1. (8) Given the product [F:29][C:26]([F:27])([F:28])[C:25]([C:21]1[CH:20]=[C:19]2[C:24](=[CH:23][CH:22]=1)[N:16]([CH2:15][C:3]1[N:4]=[C:5]([C:7]3[CH:8]=[CH:9][C:10]([CH:11]([OH:12])[CH3:36])=[CH:13][CH:14]=3)[O:6][C:2]=1[CH3:1])[C:17]([CH3:35])=[CH:18]2)([OH:34])[C:30]([F:33])([F:32])[F:31], predict the reactants needed to synthesize it. The reactants are: [CH3:1][C:2]1[O:6][C:5]([C:7]2[CH:14]=[CH:13][C:10]([CH:11]=[O:12])=[CH:9][CH:8]=2)=[N:4][C:3]=1[CH2:15][N:16]1[C:24]2[C:19](=[CH:20][C:21]([C:25]([OH:34])([C:30]([F:33])([F:32])[F:31])[C:26]([F:29])([F:28])[F:27])=[CH:22][CH:23]=2)[CH:18]=[C:17]1[CH3:35].[CH3:36][Mg]Br. (9) Given the product [NH4+:5].[OH-:2].[CH3:1][O:2][C:3]([N:5]1[CH2:10][CH2:9][N:8]([C:11](=[O:20])[CH2:12][C:13]2[CH:18]=[CH:17][CH:16]=[CH:15][C:14]=2[NH2:19])[CH:7]([CH2:21][N:22]2[CH2:23][CH2:24][CH2:25][CH2:26]2)[CH2:6]1)=[O:4], predict the reactants needed to synthesize it. The reactants are: [CH3:1][O:2][C:3]([N:5]1[CH2:10][CH2:9][N:8]([C:11](=[O:20])[CH2:12][C:13]2[CH:18]=[CH:17][CH:16]=[CH:15][C:14]=2[NH2:19])[CH:7]([CH2:21][N:22]2[CH2:26][CH2:25][CH2:24][CH2:23]2)[CH2:6]1)=[O:4].C(N(CC)CC)C.CS(Cl)(=O)=O.CO.